Dataset: Forward reaction prediction with 1.9M reactions from USPTO patents (1976-2016). Task: Predict the product of the given reaction. (1) Given the reactants [C:1]([O:5][C:6]([C:8]1[C:17]2[C:12](=[C:13](Br)[CH:14]=[CH:15][CH:16]=2)[CH:11]=[CH:10][CH:9]=1)=[O:7])([CH3:4])([CH3:3])[CH3:2].C([Li])CCC.CN(C)[CH:26]=[O:27], predict the reaction product. The product is: [C:1]([O:5][C:6]([C:8]1[C:17]2[C:12](=[C:13]([CH:26]=[O:27])[CH:14]=[CH:15][CH:16]=2)[CH:11]=[CH:10][CH:9]=1)=[O:7])([CH3:4])([CH3:3])[CH3:2]. (2) Given the reactants Cl.Cl.Cl.[NH2:4][C@H:5]([C:10]1[N:11]=[C:12]([NH:15][C:16]2[CH:21]=[CH:20][C:19]([N:22]3[CH:26]=[C:25]([CH3:27])[N:24]=[CH:23]3)=[C:18]([O:28][CH3:29])[CH:17]=2)[S:13][CH:14]=1)[CH2:6][CH:7]([CH3:9])[CH3:8].[F:30][C:31]1[CH:36]=[CH:35][C:34]([CH2:37][C:38](O)=[O:39])=[CH:33][CH:32]=1.CN(C=O)C.CN(C(ON1N=NC2C=CC=CC1=2)=[N+](C)C)C.F[P-](F)(F)(F)(F)F, predict the reaction product. The product is: [F:30][C:31]1[CH:36]=[CH:35][C:34]([CH2:37][C:38]([NH:4][C@H:5]([C:10]2[N:11]=[C:12]([NH:15][C:16]3[CH:21]=[CH:20][C:19]([N:22]4[CH:26]=[C:25]([CH3:27])[N:24]=[CH:23]4)=[C:18]([O:28][CH3:29])[CH:17]=3)[S:13][CH:14]=2)[CH2:6][CH:7]([CH3:8])[CH3:9])=[O:39])=[CH:33][CH:32]=1. (3) Given the reactants [Cl:1][C:2]1[C:7]([O:8][CH2:9][C:10]([O:12][C:13]([CH3:16])([CH3:15])[CH3:14])=[O:11])=[CH:6][CH:5]=[C:4](NS(C)(=O)=O)[N:3]=1.[CH3:22][S:23]([O-:25])=[O:24].[Na+], predict the reaction product. The product is: [Cl:1][C:2]1[C:7]([O:8][CH2:9][C:10]([O:12][C:13]([CH3:14])([CH3:15])[CH3:16])=[O:11])=[CH:6][CH:5]=[C:4]([S:23]([CH3:22])(=[O:25])=[O:24])[N:3]=1. (4) The product is: [F:1][C:2]1[CH:3]=[CH:4][CH:5]=[C:6]2[C:10]=1[N:9]([C@@H:24]([C:19]1[CH:20]=[C:21]([F:23])[CH:22]=[C:17]([F:16])[CH:18]=1)[C@H:25]([OH:26])[CH2:27][OH:28])[C:8](=[O:11])[C:7]2([CH3:13])[CH3:12]. Given the reactants [F:1][C:2]1[CH:3]=[CH:4][CH:5]=[C:6]2[C:10]=1[NH:9][C:8](=[O:11])[C:7]2([CH3:13])[CH3:12].[H-].[Na+].[F:16][C:17]1[CH:18]=[C:19]([C@H:24]2[O:26][C@@H:25]2[CH2:27][OH:28])[CH:20]=[C:21]([F:23])[CH:22]=1.[Na].N1C2C(=CC=CC=2)CC1=O, predict the reaction product. (5) Given the reactants [OH:1][C:2]1[CH:30]=[CH:29][C:5]([CH2:6][C@H:7]2[C@H:15]3[C@@H:11]([N:12]([CH2:17][C:18]4[CH:23]=[CH:22][CH:21]=[C:20]([CH:24]([CH3:26])[CH3:25])[CH:19]=4)[C:13](=[O:16])[O:14]3)[CH2:10][S:9](=[O:28])(=[O:27])[CH2:8]2)=[CH:4][CH:3]=1.N1C(C)=CC=CC=1C.[F:39][C:40]([F:53])([F:52])[S:41](O[S:41]([C:40]([F:53])([F:52])[F:39])(=[O:43])=[O:42])(=[O:43])=[O:42].Cl, predict the reaction product. The product is: [CH:24]([C:20]1[CH:19]=[C:18]([CH:23]=[CH:22][CH:21]=1)[CH2:17][N:12]1[C@@H:11]2[C@H:15]([C@H:7]([CH2:6][C:5]3[CH:29]=[CH:30][C:2]([O:1][S:41]([C:40]([F:53])([F:52])[F:39])(=[O:43])=[O:42])=[CH:3][CH:4]=3)[CH2:8][S:9](=[O:28])(=[O:27])[CH2:10]2)[O:14][C:13]1=[O:16])([CH3:26])[CH3:25]. (6) Given the reactants [CH2:1]([O:8][C:9]([N:11]1[CH2:16][CH2:15][N:14]([C:17]2[CH:18]=[CH:19][C:20]3[N:25]4[C:26](=[O:35])[O:27][C@@H:28]([CH2:29]OS(C)(=O)=O)[C@@H:24]4[CH2:23][O:22][C:21]=3[CH:36]=2)[C:13](=[O:37])[CH2:12]1)=[O:10])[C:2]1[CH:7]=[CH:6][CH:5]=[CH:4][CH:3]=1.[K].[C:39]1(=[O:49])[NH:43][C:42](=[O:44])[C:41]2=[CH:45][CH:46]=[CH:47][CH:48]=[C:40]12, predict the reaction product. The product is: [CH2:1]([O:8][C:9]([N:11]1[CH2:16][CH2:15][N:14]([C:17]2[CH:18]=[CH:19][C:20]3[N:25]4[C:26](=[O:35])[O:27][C@@H:28]([CH2:29][N:43]5[C:39](=[O:49])[C:40]6[C:41](=[CH:45][CH:46]=[CH:47][CH:48]=6)[C:42]5=[O:44])[C@@H:24]4[CH2:23][O:22][C:21]=3[CH:36]=2)[C:13](=[O:37])[CH2:12]1)=[O:10])[C:2]1[CH:3]=[CH:4][CH:5]=[CH:6][CH:7]=1. (7) Given the reactants [Cl:1][C:2]1[C:7]([S:8]([N:11]([O:13][CH3:14])[CH3:12])(=[O:10])=[O:9])=[C:6]([OH:15])[C:5]([NH:16][C:17]2[C:20](=O)[C:19](=[O:22])[C:18]=2[O:23]CC)=[CH:4][CH:3]=1.[CH2:26]([C@@H:28]([NH2:35])[C:29]1[CH:34]=[CH:33][CH:32]=[CH:31][CH:30]=1)[CH3:27].C(N(CC)CC)C, predict the reaction product. The product is: [CH3:27][CH2:26][CH2:28][CH:29]([CH3:34])[CH3:30].[Cl:1][C:2]1[C:7]([S:8]([N:11]([O:13][CH3:14])[CH3:12])(=[O:10])=[O:9])=[C:6]([OH:15])[C:5]([NH:16][C:17]2[C:18](=[O:23])[C:19](=[O:22])[C:20]=2[NH:35][C@@H:28]([C:29]2[CH:34]=[CH:33][CH:32]=[CH:31][CH:30]=2)[CH2:26][CH3:27])=[CH:4][CH:3]=1. (8) Given the reactants [OH:1][NH:2][C:3](=[NH:18])[CH2:4][CH2:5][CH2:6][C:7]1[CH:8]=[CH:9][C:10]2[O:16][CH2:15][CH2:14][CH2:13][NH:12][C:11]=2[N:17]=1.[O:19]1[C:23]2[CH:24]=[CH:25][C:26]([CH:28]3[CH2:33][C:32](=O)[O:31][C:30](=[O:35])[CH2:29]3)=[CH:27][C:22]=2[O:21][CH2:20]1.C(N(CC)CC)C, predict the reaction product. The product is: [O:19]1[C:23]2[CH:24]=[CH:25][C:26]([CH:28]([CH2:33][C:32]3[O:1][N:2]=[C:3]([CH2:4][CH2:5][CH2:6][C:7]4[CH:8]=[CH:9][C:10]5[O:16][CH2:15][CH2:14][CH2:13][NH:12][C:11]=5[N:17]=4)[N:18]=3)[CH2:29][C:30]([OH:35])=[O:31])=[CH:27][C:22]=2[O:21][CH2:20]1. (9) Given the reactants [CH2:1]([O:8][C:9]1[CH:14]=[C:13]([C:15]([F:18])([F:17])[F:16])[CH:12]=[C:11](Br)[C:10]=1[O:20][CH2:21][C:22]1[CH:27]=[CH:26][CH:25]=[CH:24][CH:23]=1)[C:2]1[CH:7]=[CH:6][CH:5]=[CH:4][CH:3]=1.[Li]CCCC.Cl[C:34]([O:36][CH3:37])=[O:35].O, predict the reaction product. The product is: [CH2:21]([O:20][C:10]1[C:9]([O:8][CH2:1][C:2]2[CH:7]=[CH:6][CH:5]=[CH:4][CH:3]=2)=[CH:14][C:13]([C:15]([F:18])([F:17])[F:16])=[CH:12][C:11]=1[C:34]([O:36][CH3:37])=[O:35])[C:22]1[CH:27]=[CH:26][CH:25]=[CH:24][CH:23]=1.